This data is from Reaction yield outcomes from USPTO patents with 853,638 reactions. The task is: Predict the reaction yield, written as a fraction of the theoretical maximum amount of product (1.0 means a 100% yield; for example, 0.34 means a 34% yield). (1) The reactants are [C:1]([C:4]1(C(OC)=O)[CH2:9][CH2:8][O:7][CH2:6][CH2:5]1)(=[O:3])[CH3:2].C(O)(C)C.S(=O)(=O)(O)O.C(=O)(O)[O-].[Na+]. The catalyst is O. The product is [O:7]1[CH2:8][CH2:9][CH:4]([C:1](=[O:3])[CH3:2])[CH2:5][CH2:6]1. The yield is 0.340. (2) The reactants are CCN(C(C)C)C(C)C.[CH2:10]([O:17][C:18]1[CH:32]=[CH:31][C:21]([C:22]([NH:24][C:25]([CH3:30])([CH3:29])[C:26]([OH:28])=O)=[O:23])=[CH:20][CH:19]=1)[C:11]1[CH:16]=[CH:15][CH:14]=[CH:13][CH:12]=1.C1C=CC2N(O)N=NC=2C=1.CCN=C=NCCCN(C)C.Cl.[N:55]1([C:61]([C:63]2[CH:68]=[CH:67][CH:66]=[CH:65][C:64]=2[C:69]([F:72])([F:71])[F:70])=[O:62])[CH2:60][CH2:59][NH:58][CH2:57][CH2:56]1. The catalyst is CN(C=O)C.O. The product is [CH2:10]([O:17][C:18]1[CH:19]=[CH:20][C:21]([C:22]([NH:24][C:25]([CH3:30])([CH3:29])[C:26](=[O:28])[N:58]2[CH2:59][CH2:60][N:55]([C:61](=[O:62])[C:63]3[CH:68]=[CH:67][CH:66]=[CH:65][C:64]=3[C:69]([F:72])([F:70])[F:71])[CH2:56][CH2:57]2)=[O:23])=[CH:31][CH:32]=1)[C:11]1[CH:12]=[CH:13][CH:14]=[CH:15][CH:16]=1. The yield is 0.500. (3) The reactants are FC1C=C(CN)C=NC=1.[N:10]1[CH:15]=[CH:14][CH:13]=[N:12][C:11]=1[CH2:16][NH2:17].[CH:18]1([CH2:21][N:22]2[CH2:26][CH2:25][N:24]([C:27]3[S:28][C:29]([C:33](O)=[O:34])=[C:30]([CH3:32])[N:31]=3)[C:23]2=[O:36])[CH2:20][CH2:19]1. No catalyst specified. The product is [CH:18]1([CH2:21][N:22]2[CH2:26][CH2:25][N:24]([C:27]3[S:28][C:29]([C:33]([NH:17][CH2:16][C:11]4[N:12]=[CH:13][CH:14]=[CH:15][N:10]=4)=[O:34])=[C:30]([CH3:32])[N:31]=3)[C:23]2=[O:36])[CH2:19][CH2:20]1. The yield is 0.580. (4) The reactants are C1C=CC(P(C2C=CC=CC=2)C2C=CC=CC=2)=CC=1.II.[CH2:22]([O:29][N:30]1[C:36](=[O:37])[N:35]2[CH2:38][C@H:31]1[CH2:32][CH2:33][C@H:34]2[C:39]([NH:41][NH:42][C:43](=[O:55])[CH2:44][CH2:45][N:46]([CH3:54])[C:47](=[O:53])[O:48][C:49]([CH3:52])([CH3:51])[CH3:50])=O)[C:23]1[CH:28]=[CH:27][CH:26]=[CH:25][CH:24]=1. The catalyst is C(Cl)Cl. The product is [CH2:22]([O:29][N:30]1[C:36](=[O:37])[N:35]2[CH2:38][C@H:31]1[CH2:32][CH2:33][C@H:34]2[C:39]1[O:55][C:43]([CH2:44][CH2:45][N:46]([CH3:54])[C:47](=[O:53])[O:48][C:49]([CH3:50])([CH3:51])[CH3:52])=[N:42][N:41]=1)[C:23]1[CH:28]=[CH:27][CH:26]=[CH:25][CH:24]=1. The yield is 0.850. (5) The reactants are C1(P(C2CCCCC2)C2C=CC=CC=2C2C=CC=CC=2)CCCCC1.CN(C)C(=O)C.Br[C:33]1[C:34]([NH:40][C:41]2[CH:46]=[C:45]([Cl:47])[CH:44]=[CH:43][C:42]=2[O:48][CH3:49])=[N:35][CH:36]=[C:37]([CH3:39])[CH:38]=1.C1CCN2C(=NCCC2)CC1. The catalyst is C([O-])(=O)C.[Pd+2].C([O-])(=O)C.O. The product is [Cl:47][C:45]1[CH:44]=[CH:43][C:42]([O:48][CH3:49])=[C:41]2[C:46]=1[C:33]1[CH:38]=[C:37]([CH3:39])[CH:36]=[N:35][C:34]=1[NH:40]2. The yield is 0.553. (6) The catalyst is C(Cl)Cl. The yield is 0.570. The reactants are [Cl:1][C:2]1[N:3]=[CH:4][N:5](COCC[Si](C)(C)C)[C:6]=1[C:7]([NH:9][CH2:10][C:11]1[CH:16]=[CH:15][C:14]([Cl:17])=[C:13]([O:18][C:19]2[CH:24]=[C:23]([CH2:25][CH3:26])[CH:22]=[C:21]([Cl:27])[CH:20]=2)[C:12]=1[F:28])=[O:8].C(O)(C(F)(F)F)=O. The product is [Cl:1][C:2]1[N:3]=[CH:4][NH:5][C:6]=1[C:7]([NH:9][CH2:10][C:11]1[CH:16]=[CH:15][C:14]([Cl:17])=[C:13]([O:18][C:19]2[CH:24]=[C:23]([CH2:25][CH3:26])[CH:22]=[C:21]([Cl:27])[CH:20]=2)[C:12]=1[F:28])=[O:8].